The task is: Predict which catalyst facilitates the given reaction.. This data is from Catalyst prediction with 721,799 reactions and 888 catalyst types from USPTO. (1) Reactant: [H-].[Na+].[C:3]([CH2:5]P(=O)(OCC)OCC)#[N:4].[CH2:14]([N:18]([CH2:38][CH2:39][CH2:40][CH3:41])[C:19]1[CH:24]=[CH:23][C:22]([CH:25]=[CH:26][C:27]2[CH2:32][C:31]([CH3:34])([CH3:33])[CH2:30][C:29](=O)[CH:28]=2)=[C:21]([O:36][CH3:37])[CH:20]=1)[CH2:15][CH2:16][CH3:17].O. Product: [CH2:38]([N:18]([CH2:14][CH2:15][CH2:16][CH3:17])[C:19]1[CH:24]=[CH:23][C:22]([CH:25]=[CH:26][C:27]2[CH2:32][C:31]([CH3:34])([CH3:33])[CH2:30][C:29](=[CH:5][C:3]#[N:4])[CH:28]=2)=[C:21]([O:36][CH3:37])[CH:20]=1)[CH2:39][CH2:40][CH3:41]. The catalyst class is: 7. (2) Product: [Cl:31][C:28]1[S:27][C:26]([S:23]([NH:22][C:13]2[C:14]3[C:19](=[CH:18][CH:17]=[CH:16][C:15]=3[O:20][CH3:21])[N:11]([CH2:10][C:6]3[CH:5]=[C:4]([CH2:3][NH:2][C:44](=[O:45])[C@@H:43]([OH:42])[CH3:47])[CH:9]=[CH:8][CH:7]=3)[N:12]=2)(=[O:25])=[O:24])=[CH:30][CH:29]=1. Reactant: Cl.[NH2:2][CH2:3][C:4]1[CH:5]=[C:6]([CH2:10][N:11]2[C:19]3[C:14](=[C:15]([O:20][CH3:21])[CH:16]=[CH:17][CH:18]=3)[C:13]([NH:22][S:23]([C:26]3[S:27][C:28]([Cl:31])=[CH:29][CH:30]=3)(=[O:25])=[O:24])=[N:12]2)[CH:7]=[CH:8][CH:9]=1.C(N(CC)CC)C.C([O:42][C@@H:43]([CH3:47])[C:44](Cl)=[O:45])(=O)C.C(=O)([O-])[O-].[K+].[K+]. The catalyst class is: 2. (3) Reactant: [CH3:1][C:2]([CH3:32])([CH3:31])[CH2:3][C:4]1[N:5]=[C:6]([CH2:11][C:12]([C:18]2[CH:23]=[CH:22][C:21]([C:24]3[CH:29]=[CH:28][C:27]([F:30])=[CH:26][N:25]=3)=[CH:20][CH:19]=2)([OH:17])[C:13]([F:16])([F:15])[F:14])[NH:7][C:8]=1[CH:9]=[CH2:10]. Product: [CH3:31][C:2]([CH3:1])([CH3:32])[CH2:3][C:4]1[N:5]=[C:6]([CH2:11][C:12]([C:18]2[CH:23]=[CH:22][C:21]([C:24]3[CH:29]=[CH:28][C:27]([F:30])=[CH:26][N:25]=3)=[CH:20][CH:19]=2)([OH:17])[C:13]([F:16])([F:15])[F:14])[NH:7][C:8]=1[CH2:9][CH3:10]. The catalyst class is: 19. (4) Reactant: [N+:1]([C:4]1[CH:13]=[CH:12][CH:11]=[C:10]2[C:5]=1[CH:6]=[CH:7][CH:8]=[C:9]2[CH2:14][C:15]([OH:17])=[O:16])([O-])=O. Product: [NH2:1][C:4]1[CH:13]=[CH:12][CH:11]=[C:10]2[C:5]=1[CH:6]=[CH:7][CH:8]=[C:9]2[CH2:14][C:15]([OH:17])=[O:16]. The catalyst class is: 45. (5) Reactant: CS(O[CH2:6][C@@H:7]1[C@@H:16]([CH3:17])[C@H:15]([C:18]([C:20]2[CH:25]=[C:24]([O:26][CH3:27])[CH:23]=[C:22]([O:28][CH3:29])[CH:21]=2)=[O:19])[C@:14]2([CH3:30])[C@H:9]([C:10]([CH3:32])([CH3:31])[CH2:11][CH2:12][CH2:13]2)[CH2:8]1)(=O)=O.[N-:33]=[N+:34]=[N-:35].[Na+].CN(C=O)C. Product: [N:33]([CH2:6][C@H:7]1[CH2:8][C@@H:9]2[C@:14]([CH3:30])([CH2:13][CH2:12][CH2:11][C:10]2([CH3:32])[CH3:31])[C@@H:15]([C:18]([C:20]2[CH:25]=[C:24]([O:26][CH3:27])[CH:23]=[C:22]([O:28][CH3:29])[CH:21]=2)=[O:19])[C@@H:16]1[CH3:17])=[N+:34]=[N-:35]. The catalyst class is: 28. (6) Reactant: C(OC([NH:8][C@@H:9]([CH:13]([CH3:15])[CH3:14])[C:10]([OH:12])=[O:11])=O)(C)(C)C.[OH:16][CH2:17][CH2:18][N:19]1[C:24](=[O:25])[CH2:23][CH2:22][CH:21]([N:26]2[C:34](=[O:35])[C:33]3[C:28](=[CH:29][CH:30]=[CH:31][CH:32]=3)[C:27]2=[O:36])[C:20]1=[O:37]. Product: [NH2:8][C@@H:9]([CH:13]([CH3:15])[CH3:14])[C:10]([OH:12])=[O:11].[OH:16][CH2:17][CH2:18][N:19]1[C:24](=[O:25])[CH2:23][CH2:22][CH:21]([N:26]2[C:27](=[O:36])[C:28]3[C:33](=[CH:32][CH:31]=[CH:30][CH:29]=3)[C:34]2=[O:35])[C:20]1=[O:37]. The catalyst class is: 137. (7) Reactant: [Br:1][C:2]1[CH:3]=[CH:4][C:5]([S:8](Cl)(=[O:10])=[O:9])=[N:6][CH:7]=1.C(N(CC)CC)C.Cl.[NH2:20][C:21]([CH3:26])([CH3:25])[CH:22]([OH:24])[CH3:23].Cl. Product: [Br:1][C:2]1[CH:3]=[CH:4][C:5]([S:8]([NH:20][C:21]([CH3:26])([CH3:25])[CH:22]([OH:24])[CH3:23])(=[O:10])=[O:9])=[N:6][CH:7]=1. The catalyst class is: 2. (8) Reactant: Cl.[Cl:2][C:3]1[CH:35]=[CH:34][CH:33]=[C:32]([Cl:36])[C:4]=1[C:5]([NH:7][C@H:8]([C:28]([O:30]C)=[O:29])[CH2:9][C:10]1[CH:15]=[CH:14][C:13]([O:16][CH2:17][CH2:18][C:19]2[CH:24]=[CH:23][CH:22]=[C:21]([NH:25][CH3:26])[N:20]=2)=[C:12]([F:27])[CH:11]=1)=[O:6].[OH-].[Na+]. Product: [Cl:2][C:3]1[CH:35]=[CH:34][CH:33]=[C:32]([Cl:36])[C:4]=1[C:5]([NH:7][C@H:8]([C:28]([OH:30])=[O:29])[CH2:9][C:10]1[CH:15]=[CH:14][C:13]([O:16][CH2:17][CH2:18][C:19]2[CH:24]=[CH:23][CH:22]=[C:21]([NH:25][CH3:26])[N:20]=2)=[C:12]([F:27])[CH:11]=1)=[O:6]. The catalyst class is: 10. (9) Reactant: [C:1]1([S:7]([N:10]2[C:14]3=[N:15][CH:16]=[C:17]([CH:19]=[C:20]([CH3:22])[CH3:21])[CH:18]=[C:13]3[C:12]([C:23]3[CH:24]=[N:25][N:26]([CH2:28][CH2:29][N:30]4[CH2:35][CH2:34][O:33][CH2:32][CH2:31]4)[CH:27]=3)=[CH:11]2)(=[O:9])=[O:8])[CH:6]=[CH:5][CH:4]=[CH:3][CH:2]=1. Product: [C:1]1([S:7]([N:10]2[C:14]3=[N:15][CH:16]=[C:17]([CH2:19][CH:20]([CH3:21])[CH3:22])[CH:18]=[C:13]3[C:12]([C:23]3[CH:24]=[N:25][N:26]([CH2:28][CH2:29][N:30]4[CH2:31][CH2:32][O:33][CH2:34][CH2:35]4)[CH:27]=3)=[CH:11]2)(=[O:9])=[O:8])[CH:2]=[CH:3][CH:4]=[CH:5][CH:6]=1. The catalyst class is: 105.